Dataset: Forward reaction prediction with 1.9M reactions from USPTO patents (1976-2016). Task: Predict the product of the given reaction. Given the reactants [N:1]1[CH:6]=[CH:5][CH:4]=[N:3][C:2]=1[NH:7][CH2:8][CH2:9][CH2:10][N:11]1[C:19]2[C:14](=[CH:15][C:16]([C:20]([OH:22])=O)=[CH:17][CH:18]=2)[CH:13]=[N:12]1.[NH2:23][CH2:24][C@H:25]([NH:30][S:31]([C:34]1[CH:39]=[CH:38][C:37]([C:40]2[CH:45]=[CH:44][C:43]([S:46]([NH:49][CH2:50][CH2:51][NH:52][C:53]([O:55][CH2:56][C:57]3[CH:62]=[CH:61][CH:60]=[CH:59][CH:58]=3)=[O:54])(=[O:48])=[O:47])=[CH:42][CH:41]=2)=[CH:36][CH:35]=1)(=[O:33])=[O:32])[C:26]([O:28][CH3:29])=[O:27], predict the reaction product. The product is: [C:57]1([CH2:56][O:55][C:53]([NH:52][CH2:51][CH2:50][NH:49][S:46]([C:43]2[CH:44]=[CH:45][C:40]([C:37]3[CH:38]=[CH:39][C:34]([S:31]([NH:30][C@@H:25]([CH2:24][NH:23][C:20]([C:16]4[CH:15]=[C:14]5[C:19](=[CH:18][CH:17]=4)[N:11]([CH2:10][CH2:9][CH2:8][NH:7][C:2]4[N:1]=[CH:6][CH:5]=[CH:4][N:3]=4)[N:12]=[CH:13]5)=[O:22])[C:26]([O:28][CH3:29])=[O:27])(=[O:32])=[O:33])=[CH:35][CH:36]=3)=[CH:41][CH:42]=2)(=[O:47])=[O:48])=[O:54])[CH:62]=[CH:61][CH:60]=[CH:59][CH:58]=1.